From a dataset of Drug-target binding data from BindingDB using IC50 measurements. Regression. Given a target protein amino acid sequence and a drug SMILES string, predict the binding affinity score between them. We predict pIC50 (pIC50 = -log10(IC50 in M); higher means more potent). Dataset: bindingdb_ic50. (1) The small molecule is Cc1c(C(=O)Nc2c(C)n(C)n(C3CCCCC3)c2=O)noc1[C@@H]1OCC(C)(C)O[C@H]1C. The target protein sequence is RPKDLKKRLMVKFRGEEGLDYGGVAREWLYLLCHEMLNPYYGLFQYSTDNIYMLQINPDSSINPDHLSYFHFVGRIMGLAVFHGHYINGGFTVPFYKQLLGKPIQLSDLESVDPELHKSLVWILENDITPVLDHTFCVEHNAFGRILQHELKPNGRNVPVTEENKKEYVRLYVNWRFMRGIEAQFLALQKGFNELIPQHLLKPFDQKELELIIGGLDKIDLNDWKSNTRLKHCVADSNIVRWFWQAVETFDEERRARLLQFVTGSTRVPLQGFKALQGSTGAAGPRLFTIHLIDANTDNLPKAHTCFNRIDIPPYESYEKLYEKLLTAVEETCGFAVE. The pIC50 is 6.7. (2) The compound is Oc1cc(O)c2c(c1)O[C@H](c1cc(O)c(O)c(O)c1)[C@H](O)C2. The target protein (P0A7Y4) has sequence MLKQVEIFTDGSCLGNPGPGGYGAILRYRGREKTFSAGYTRTTNNRMELMAAIVALEALKEHCEVILSTDSQYVRQGITQWIHNWKKRGWKTADKKPVKNVDLWQRLDAALGQHQIKWEWVKGHAGHPENERCDELARAAAMNPTLEDTGYQVEV. The pIC50 is 4.7. (3) The drug is COc1cc(-c2c(C)cc(O)cc2O[C@@H]2O[C@@H](CO)[C@@H](O)[C@H](O)[C@H]2O)oc(=O)c1. The target protein (P13601) has sequence MSSPAQPAVPAPLANLKIQHTKIFINNEWHNSLNGKKFPVINPATEEVICHVEEGDKADVDKAVKAARQAFQIGSPWRTMDASERGCLLNKLADLMERDRVLLATMESMNAGKIFTHAYLLDTEVSIKALKYFAGWADKIHGQTIPSDGDVFTYTRREPIGVCGQIIPWNGPLILFIWKIGAALSCGNTVIVKPAEQTPLTALYMASLIKEAGFPPGVVNVVPGYGSTAGAAISSHMDIDKVSFTGSTEVGKLIKEAAGKSNLKRVTLELGGKSPCIVFADADLDSAVEFAHQGVFFHQGQICVAASRLFVEESIYDEFVRRSVERAKKYVLGNPLDSGISQGPQIDKEQHAKILDLIESGKKEGAKLECGGGRWGNKGFFVQPTVFSNVTDEMRIAKEEIFGPVQQIMKFKSIDEVIKRANNTPYGLAAGVFTKDLDRAITVSSALQAGTVWVNCYLTLSVQCPFGGFKMSGNGREMGEQGVYEYTELKTVAMKISQKN.... The pIC50 is 4.6. (4) The small molecule is CC(C)OC(=O)N1c2ccccc2Oc2ccccc21. The target protein (Q9JJX6) has sequence MAGCCSVLGSFLFEYDTPRIVLIRSRKVGLMNRVVQLLILAYVIGWVFVWEKGYQETDSVVSSVTTKAKGVAVTNTSQLGFRIWDVADYVVPAQEENSLFIMTNMIVTVNQTQGTCPEIPDKTSICDSDANCTLGSSDTHSSGIGTGRCVPFNASVKTCEVAAWCPVENDAGVPTPAFLKAAENFTLLVKNNIWYPKFNFSKRNILPNITTSYLKSCIYNARTDPFCPIFRLGQIVADAGHSFQEMAVEGGIMGIQIKWDCNLDRAASHCLPRYSFRRLDTRDLEHNVSPGYNFRFAKYYRDLAGNEQRTLTKAYGIRFDIIVFGKAGKFDIIPTMINVGSGLALLGVATVLCDVIVLYCMKKRYYYRDKKYKYVEDYEQGLSGEMNQ. The pIC50 is 5.0. (5) The small molecule is NC(=O)Cn1c2c(c3cc(Br)ccc31)CC[C@H](C(=O)O)C2. The target protein (P0A988) has sequence MKFTVEREHLLKPLQQVSGPLGGRPTLPILGNLLLQVADGTLSLTGTDLEMEMVARVALVQPHEPGATTVPARKFFDICRGLPEGAEIAVQLEGERMLVRSGRSRFSLSTLPAADFPNLDDWQSEVEFTLPQATMKRLIEATQFSMAHQDVRYYLNGMLFETEGEELRTVATDGHRLAVCSMPIGQSLPSHSVIVPRKGVIELMRMLDGGDNPLRVQIGSNNIRAHVGDFIFTSKLVDGRFPDYRRVLPKNPDKHLEAGCDLLKQAFARAAILSNEKFRGVRLYVSENQLKITANNPEQEEAEEILDVTYSGAEMEIGFNVSYVLDVLNALKCENVRMMLTDSVSSVQIEDAASQSAAYVVMPMRL. The pIC50 is 3.5. (6) The small molecule is CCCC[C@@]1(OC(=O)CCC(=O)O)CC[C@]2(CC[C@H](C)[C@@H](C/C=C(C)/C=C/[C@H](O)[C@@H](C)/C=C/C(=O)OC)O2)O[C@H]1/C=C/C=C/C(=O)OC. The target protein sequence is MQTSLGNFVTTTGISSTRTPRPRRESVYFDLIKLKIFHQITQENPGSRNI. The pIC50 is 6.0.